This data is from Forward reaction prediction with 1.9M reactions from USPTO patents (1976-2016). The task is: Predict the product of the given reaction. (1) Given the reactants [NH:1]1[C:9]2[C:4](=CC=CC=2)[CH2:3][CH2:2]1.[N:10]1[C:19]2[C:14](=[CH:15][CH:16]=[CH:17][CH:18]=2)[CH:13]=[CH:12][CH:11]=1.C(=O)([O-])[O-:21].[Cs+].[Cs+].C1C=CC(P(C2C(C3C(P(C4C=CC=CC=4)C4C=CC=CC=4)=CC=C4C=3C=CC=C4)=C3C(C=CC=C3)=CC=2)C2C=CC=CC=2)=CC=1, predict the reaction product. The product is: [O:21]1[CH2:4][CH2:9][N:1]([C:11]2[CH:12]=[CH:13][C:14]3[C:19](=[CH:18][CH:17]=[CH:16][CH:15]=3)[N:10]=2)[CH2:2][CH2:3]1. (2) Given the reactants [NH2:1][C:2]1[CH:3]=[C:4]([C:9]2[CH:14]=[CH:13][CH:12]=[CH:11][CH:10]=2)[CH:5]=[CH:6][C:7]=1[OH:8].[F:15][C:16]([F:31])([F:30])[C:17]1[CH:22]=[CH:21][CH:20]=[CH:19][C:18]=1[C:23]1[O:27][C:26]([CH:28]=O)=[CH:25][CH:24]=1, predict the reaction product. The product is: [F:31][C:16]([F:15])([F:30])[C:17]1[CH:22]=[CH:21][CH:20]=[CH:19][C:18]=1[C:23]1[O:27][C:26]([CH:28]=[N:1][C:2]2[CH:3]=[C:4]([C:9]3[CH:14]=[CH:13][CH:12]=[CH:11][CH:10]=3)[CH:5]=[CH:6][C:7]=2[OH:8])=[CH:25][CH:24]=1. (3) Given the reactants [CH2:1]([O:5][C:6]1[CH:11]=[C:10]([O:12][C:13]2[CH:18]=[CH:17][C:16]([C:19]([F:22])([F:21])[F:20])=[CH:15][N:14]=2)[CH:9]=[CH:8][C:7]=1[CH2:23][CH2:24][CH2:25][OH:26])[CH:2]([CH3:4])[CH3:3].O[C:28]1[C:33]([O:34][CH3:35])=[CH:32][CH:31]=[CH:30][C:29]=1[CH2:36][C:37]([O:39]C)=[O:38].C(P(CCCC)CCCC)CCC.N(C(N1CCCCC1)=O)=NC(N1CCCCC1)=O.O1CCCC1CO.[OH-].[Na+].Cl, predict the reaction product. The product is: [CH2:1]([O:5][C:6]1[CH:11]=[C:10]([O:12][C:13]2[CH:18]=[CH:17][C:16]([C:19]([F:20])([F:21])[F:22])=[CH:15][N:14]=2)[CH:9]=[CH:8][C:7]=1[CH2:23][CH2:24][CH2:25][O:26][C:28]1[C:33]([O:34][CH3:35])=[CH:32][CH:31]=[CH:30][C:29]=1[CH2:36][C:37]([OH:39])=[O:38])[CH:2]([CH3:4])[CH3:3]. (4) The product is: [CH2:1]([O:3][CH2:4][C:5]1[N:6]([CH2:19][C:20]2[O:24][N:23]=[C:22]([C:25]3[CH:26]=[N:27][CH:28]=[CH:29][CH:30]=3)[CH:21]=2)[C:7]2[C:12]([CH3:13])=[C:11]([CH3:14])[N:10]=[C:9]([NH2:17])[C:8]=2[N:18]=1)[CH3:2]. Given the reactants [CH2:1]([O:3][CH2:4][C:5]1[N:6]([CH2:19][C:20]2[O:24][N:23]=[C:22]([C:25]3[CH:26]=[N:27][CH:28]=[CH:29][CH:30]=3)[CH:21]=2)[C:7]2[C:12]([CH3:13])=[C:11]([CH3:14])[N:10]3N=N[N:17]=[C:9]3[C:8]=2[N:18]=1)[CH3:2].C1(P(C2C=CC=CC=2)C2C=CC=CC=2)C=CC=CC=1, predict the reaction product. (5) Given the reactants [F:1][C:2]([F:7])([F:6])[C:3]([OH:5])=[O:4].ClC1C=C(C=CC=1Cl)CC1(O)CCNCC1.[Cl:24][C:25]1[CH:45]=[CH:44][C:28]([CH2:29][C:30]2([OH:43])[CH2:35][CH2:34][N:33](C(OC(C)(C)C)=O)[CH2:32][CH2:31]2)=[C:27]([F:46])[CH:26]=1, predict the reaction product. The product is: [F:1][C:2]([F:7])([F:6])[C:3]([OH:5])=[O:4].[Cl:24][C:25]1[CH:45]=[CH:44][C:28]([CH2:29][C:30]2([OH:43])[CH2:31][CH2:32][NH:33][CH2:34][CH2:35]2)=[C:27]([F:46])[CH:26]=1. (6) Given the reactants [OH:1][C@:2]([C:32]1[CH:36]=[C:35]([CH3:37])[O:34][N:33]=1)([CH3:31])[C:3]#[C:4][C:5]1[CH:6]=[CH:7][C:8]2[O:14][CH2:13][CH2:12][N:11]3[C:15]([C:21]([NH:23][CH:24]4[CH2:29][CH2:28][O:27][CH2:26]C4)=[O:22])=[C:16]([C:18]([NH2:20])=[O:19])[N:17]=[C:10]3[C:9]=2[CH:30]=1.Cl.CNC1COC1, predict the reaction product. The product is: [OH:1][C@:2]([C:32]1[CH:36]=[C:35]([CH3:37])[O:34][N:33]=1)([CH3:31])[C:3]#[C:4][C:5]1[CH:6]=[CH:7][C:8]2[O:14][CH2:13][CH2:12][N:11]3[C:15]([C:21]([NH:23][CH2:24][CH:29]4[CH2:26][O:27][CH2:28]4)=[O:22])=[C:16]([C:18]([NH2:20])=[O:19])[N:17]=[C:10]3[C:9]=2[CH:30]=1. (7) Given the reactants Cl.[C:2]([NH2:5])(=[NH:4])[CH3:3].C[O-].[Na+].[C:9]([C:11]1[CH:16]=[CH:15][CH:14]=[CH:13][C:12]=1[C:17]1[CH:22]=[C:21]([F:23])[C:20]([CH2:24][CH:25]([C:30](=O)[CH2:31][CH2:32][CH2:33][CH3:34])[C:26](OC)=[O:27])=[C:19]([F:36])[CH:18]=1)#[N:10].O, predict the reaction product. The product is: [CH2:31]([C:30]1[N:4]=[C:2]([CH3:3])[NH:5][C:26](=[O:27])[C:25]=1[CH2:24][C:20]1[C:21]([F:23])=[CH:22][C:17]([C:12]2[C:11]([C:9]#[N:10])=[CH:16][CH:15]=[CH:14][CH:13]=2)=[CH:18][C:19]=1[F:36])[CH2:32][CH2:33][CH3:34].